This data is from Peptide-MHC class II binding affinity with 134,281 pairs from IEDB. The task is: Regression. Given a peptide amino acid sequence and an MHC pseudo amino acid sequence, predict their binding affinity value. This is MHC class II binding data. (1) The peptide sequence is IVLNHMTGAQSGKGT. The MHC is DRB1_0401 with pseudo-sequence DRB1_0401. The binding affinity (normalized) is 0.186. (2) The peptide sequence is SQDLELSWNLNGDQAY. The MHC is HLA-DQA10301-DQB10302 with pseudo-sequence HLA-DQA10301-DQB10302. The binding affinity (normalized) is 0.334. (3) The peptide sequence is WKMLDPRQGLAVLRK. The MHC is DRB1_1301 with pseudo-sequence DRB1_1301. The binding affinity (normalized) is 0.597. (4) The peptide sequence is ERKLHQQGRCRTCVY. The MHC is HLA-DQA10102-DQB10501 with pseudo-sequence HLA-DQA10102-DQB10501. The binding affinity (normalized) is 0. (5) The MHC is DRB1_1101 with pseudo-sequence DRB1_1101. The peptide sequence is QIYFESYVRPFVATT. The binding affinity (normalized) is 0.706. (6) The peptide sequence is SQFLELSWNLNGLQAY. The MHC is DRB1_0401 with pseudo-sequence DRB1_0401. The binding affinity (normalized) is 0.490. (7) The peptide sequence is EAGKESCFCYFDCSK. The MHC is DRB5_0101 with pseudo-sequence DRB5_0101. The binding affinity (normalized) is 0.478.